From a dataset of Peptide-MHC class I binding affinity with 185,985 pairs from IEDB/IMGT. Regression. Given a peptide amino acid sequence and an MHC pseudo amino acid sequence, predict their binding affinity value. This is MHC class I binding data. (1) The peptide sequence is SAFNKKTF. The MHC is H-2-Db with pseudo-sequence H-2-Db. The binding affinity (normalized) is 0. (2) The MHC is HLA-A02:01 with pseudo-sequence HLA-A02:01. The peptide sequence is KSMDDDTYV. The binding affinity (normalized) is 0.396.